From a dataset of Full USPTO retrosynthesis dataset with 1.9M reactions from patents (1976-2016). Predict the reactants needed to synthesize the given product. (1) Given the product [Br:9][C:5]1[CH:6]=[C:7]2[NH:8][C:19]([CH2:18][C:15]3[CH:16]=[CH:17][C:12]([O:11][CH3:10])=[CH:13][CH:14]=3)=[N:1][C:2]2=[N:3][CH:4]=1, predict the reactants needed to synthesize it. The reactants are: [NH2:1][C:2]1[C:7]([NH2:8])=[CH:6][C:5]([Br:9])=[CH:4][N:3]=1.[CH3:10][O:11][C:12]1[CH:17]=[CH:16][C:15]([CH2:18][C:19](Cl)=O)=[CH:14][CH:13]=1.C(OCC)(=O)C.O1CCCC1.[OH-].[Na+]. (2) Given the product [Cl:28][C:27]1[C:8]([NH:7][C:1](=[O:5])[CH:2]([CH3:4])[CH3:3])=[C:9]([CH:24]=[CH:25][CH:26]=1)[C:10]([NH:12][C:13]1[CH:14]=[CH:15][C:16]([O:19][C:20]([F:21])([F:22])[F:23])=[CH:17][CH:18]=1)=[O:11], predict the reactants needed to synthesize it. The reactants are: [C:1](Cl)(=[O:5])[CH:2]([CH3:4])[CH3:3].[NH2:7][C:8]1[C:27]([Cl:28])=[CH:26][CH:25]=[CH:24][C:9]=1[C:10]([NH:12][C:13]1[CH:18]=[CH:17][C:16]([O:19][C:20]([F:23])([F:22])[F:21])=[CH:15][CH:14]=1)=[O:11].C(N(CC)CC)C.O.